The task is: Predict the reaction yield, written as a fraction of the theoretical maximum amount of product (1.0 means a 100% yield; for example, 0.34 means a 34% yield).. This data is from Reaction yield outcomes from USPTO patents with 853,638 reactions. (1) The yield is 0.960. The reactants are [NH:1]1[CH2:6][CH2:5][CH2:4][CH2:3][CH:2]1[CH2:7][CH2:8][OH:9].[CH3:10][C:11]([O:14][C:15](O[C:15]([O:14][C:11]([CH3:13])([CH3:12])[CH3:10])=[O:16])=[O:16])([CH3:13])[CH3:12]. The product is [C:11]([O:14][C:15]([N:1]1[CH2:6][CH2:5][CH2:4][CH2:3][CH:2]1[CH2:7][CH2:8][OH:9])=[O:16])([CH3:13])([CH3:12])[CH3:10]. The catalyst is C(Cl)Cl. (2) The reactants are [Cl:1][C:2]1[CH:7]=[C:6]([Cl:8])[CH:5]=[CH:4][C:3]=1[C:9]1[N:10]=[C:11](/[CH:31]=[CH:32]/[C:33]2[CH:38]=[CH:37][C:36]([C:39]3[CH:44]=[CH:43][CH:42]=[C:41]([C:45]([F:48])([F:47])[F:46])[CH:40]=3)=[CH:35][CH:34]=2)[N:12]([CH2:14][C:15]2[CH:20]=[CH:19][C:18]([N:21]3[S:25](=[O:27])(=[O:26])[NH:24][C:23](=[O:28])[C:22]3([CH3:30])[CH3:29])=[CH:17][CH:16]=2)[CH:13]=1.I[CH3:50]. No catalyst specified. The product is [Cl:1][C:2]1[CH:7]=[C:6]([Cl:8])[CH:5]=[CH:4][C:3]=1[C:9]1[N:10]=[C:11](/[CH:31]=[CH:32]/[C:33]2[CH:38]=[CH:37][C:36]([C:39]3[CH:44]=[CH:43][CH:42]=[C:41]([C:45]([F:46])([F:48])[F:47])[CH:40]=3)=[CH:35][CH:34]=2)[N:12]([CH2:14][C:15]2[CH:16]=[CH:17][C:18]([N:21]3[S:25](=[O:27])(=[O:26])[N:24]([CH3:50])[C:23](=[O:28])[C:22]3([CH3:30])[CH3:29])=[CH:19][CH:20]=2)[CH:13]=1. The yield is 0.350. (3) The reactants are [Cl:1][C:2]1[CH:10]=[CH:9][C:5]([C:6]([OH:8])=O)=[CH:4][C:3]=1[N:11]1[C:16]([CH3:17])=[CH:15][C:14]([C:18]([F:21])([F:20])[F:19])=[N:13][C:12]1=[O:22].C(Cl)(=O)C(Cl)=O.CN(C=O)C.[CH3:34][NH:35][C:36]1[CH:41]=[CH:40][CH:39]=[C:38]([F:42])[C:37]=1[Cl:43]. The product is [Cl:1][C:2]1[CH:10]=[CH:9][C:5]([C:6]([N:35]([C:36]2[CH:41]=[CH:40][CH:39]=[C:38]([F:42])[C:37]=2[Cl:43])[CH3:34])=[O:8])=[CH:4][C:3]=1[N:11]1[C:16]([CH3:17])=[CH:15][C:14]([C:18]([F:21])([F:20])[F:19])=[N:13][C:12]1=[O:22]. The catalyst is ClCCCl.CN(C)C1C=CN=CC=1. The yield is 0.250.